From a dataset of Catalyst prediction with 721,799 reactions and 888 catalyst types from USPTO. Predict which catalyst facilitates the given reaction. Reactant: [Br:1][C:2]1[CH:7]=[C:6]([Br:8])[CH:5]=[C:4]([CH3:9])[C:3]=1[OH:10].Br[CH2:12][C:13]([CH3:15])=[CH2:14].C([O-])([O-])=O.[K+].[K+]. Product: [CH3:14][C:13](=[CH2:12])[CH2:15][O:10][C:3]1[C:4]([CH3:9])=[CH:5][C:6]([Br:8])=[CH:7][C:2]=1[Br:1]. The catalyst class is: 18.